This data is from Full USPTO retrosynthesis dataset with 1.9M reactions from patents (1976-2016). The task is: Predict the reactants needed to synthesize the given product. (1) Given the product [Cl:1][C:2]1[N:3]=[C:4]([N:16]2[CH2:21][CH2:20][O:19][CH2:18][CH2:17]2)[C:5]2[O:10][C:9]3[CH:11]=[CH:12][CH:13]=[CH:14][C:8]=3[C:6]=2[N:7]=1, predict the reactants needed to synthesize it. The reactants are: [Cl:1][C:2]1[N:3]=[C:4](Cl)[C:5]2[O:10][C:9]3[CH:11]=[CH:12][CH:13]=[CH:14][C:8]=3[C:6]=2[N:7]=1.[NH:16]1[CH2:21][CH2:20][O:19][CH2:18][CH2:17]1. (2) Given the product [C:1]([C:3]1[CH:4]=[N:5][N:6]2[C:11]([C:12]3[CH:13]=[C:14]([N:18]([CH2:30][C:31]([OH:33])=[O:32])[C:19](=[O:21])[CH3:20])[CH:15]=[CH:16][CH:17]=3)=[CH:10][CH:9]=[N:8][C:7]=12)#[N:2], predict the reactants needed to synthesize it. The reactants are: [C:1]([C:3]1[CH:4]=[N:5][N:6]2[C:11]([C:12]3[CH:13]=[C:14]([N:18](C(=O)CC(C)(C)C)[C:19](=[O:21])[CH3:20])[CH:15]=[CH:16][CH:17]=3)=[CH:10][CH:9]=[N:8][C:7]=12)#[N:2].F[C:30](F)(F)[C:31]([OH:33])=[O:32]. (3) Given the product [CH2:17]([O:16][C:13]1[CH:14]=[CH:15][C:8]2[C:7]([C:3]3[CH:2]=[N:1][CH:6]=[CH:5][CH:4]=3)=[CH:11][S:10][C:9]=2[CH:12]=1)[CH:18]([CH3:20])[CH3:19], predict the reactants needed to synthesize it. The reactants are: [N:1]1[CH:6]=[CH:5][CH:4]=[C:3]([C:7]2[C:8]3[CH:15]=[CH:14][C:13]([OH:16])=[CH:12][C:9]=3[S:10][CH:11]=2)[CH:2]=1.[CH2:17](I)[CH:18]([CH3:20])[CH3:19].C(=O)([O-])[O-].[K+].[K+]. (4) Given the product [Br:1][C:2]1[CH:7]=[CH:6][N:5]2[N:11]=[N:10][C:8]([CH3:9])=[C:4]2[CH:3]=1, predict the reactants needed to synthesize it. The reactants are: [Br:1][C:2]1[CH:7]=[CH:6][N:5]=[C:4](/[C:8](=[N:10]\[NH2:11])/[CH3:9])[CH:3]=1.C(OI(C1C=CC=CC=1)OC(=O)C)(=O)C. (5) Given the product [C@H:14]1([NH:13][C:6]2[CH:5]=[CH:4][C:3]3[C:8](=[CH:9][CH:10]=[CH:11][C:2]=3[C:24]3[CH:25]=[CH:26][CH:27]=[CH:28][C:23]=3[CH3:32])[N:7]=2)[C:22]2[C:17](=[CH:18][CH:19]=[CH:20][CH:21]=2)[CH2:16][CH2:15]1, predict the reactants needed to synthesize it. The reactants are: I[C:2]1[CH:11]=[CH:10][CH:9]=[C:8]2[C:3]=1[CH:4]=[CH:5][C:6](Cl)=[N:7]2.[NH2:13][C@H:14]1[C:22]2[C:17](=[CH:18][CH:19]=[CH:20][CH:21]=2)[CH2:16][CH2:15]1.[C:23]1([CH3:32])[CH:28]=[CH:27][CH:26]=[CH:25][C:24]=1B(O)O. (6) Given the product [CH3:26][C:8]1[C:6]2[N:7]=[C:2]([C:37]3[CH:36]=[N:35][C:34]([NH2:33])=[N:39][CH:38]=3)[N:3]=[C:4]([N:27]3[CH2:32][CH2:31][O:30][CH2:29][CH2:28]3)[C:5]=2[S:10][C:9]=1[C:11]1[CH:16]=[CH:15][CH:14]=[C:13]([O:17][CH2:18][CH2:19][N:20]2[CH2:25][CH2:24][O:23][CH2:22][CH2:21]2)[CH:12]=1, predict the reactants needed to synthesize it. The reactants are: Cl[C:2]1[N:3]=[C:4]([N:27]2[CH2:32][CH2:31][O:30][CH2:29][CH2:28]2)[C:5]2[S:10][C:9]([C:11]3[CH:16]=[CH:15][CH:14]=[C:13]([O:17][CH2:18][CH2:19][N:20]4[CH2:25][CH2:24][O:23][CH2:22][CH2:21]4)[CH:12]=3)=[C:8]([CH3:26])[C:6]=2[N:7]=1.[NH2:33][C:34]1[N:39]=[CH:38][C:37](B2OC(C)(C)C(C)(C)O2)=[CH:36][N:35]=1. (7) Given the product [F:1][C:2]1[CH:3]=[C:4]([CH:7]=[CH:8][CH:9]=1)[CH2:5][O:6][C:17]1[CH:26]=[CH:25][C:24]2[C:23](=[O:27])[NH:22][CH2:21][CH2:20][C:19]=2[N:18]=1, predict the reactants needed to synthesize it. The reactants are: [F:1][C:2]1[CH:3]=[C:4]([CH:7]=[CH:8][CH:9]=1)[CH2:5][OH:6].CC([O-])(C)C.[K+].Cl[C:17]1[CH:26]=[CH:25][C:24]2[C:23](=[O:27])[NH:22][CH2:21][CH2:20][C:19]=2[N:18]=1. (8) Given the product [Cl:1][C:2]1[CH:3]=[N:4][C:5]([N:11]2[CH2:14][CH:13]([O:15][C:16]3[CH:21]=[CH:20][CH:19]=[C:18]([F:22])[CH:17]=3)[CH2:12]2)=[C:6]([CH:10]=1)[C:7]([NH:24][CH2:25][C:26]1[CH:36]=[CH:35][C:29]([C:30]([O:32][CH2:33][CH3:34])=[O:31])=[CH:28][N:27]=1)=[O:8], predict the reactants needed to synthesize it. The reactants are: [Cl:1][C:2]1[CH:3]=[N:4][C:5]([N:11]2[CH2:14][CH:13]([O:15][C:16]3[CH:21]=[CH:20][CH:19]=[C:18]([F:22])[CH:17]=3)[CH2:12]2)=[C:6]([CH:10]=1)[C:7](O)=[O:8].Cl.[NH2:24][CH2:25][C:26]1[CH:36]=[CH:35][C:29]([C:30]([O:32][CH2:33][CH3:34])=[O:31])=[CH:28][N:27]=1. (9) The reactants are: [Cl:1][C:2]1[N:7]=[C:6]([N:8]([CH:18]2[CH2:23][CH2:22][CH2:21][CH2:20][CH2:19]2)[CH2:9][C:10]([CH3:17])([CH3:16])[C:11](OCC)=[O:12])[C:5]([N+:24]([O-])=O)=[CH:4][N:3]=1.Cl. Given the product [Cl:1][C:2]1[N:3]=[CH:4][C:5]2[NH:24][C:11](=[O:12])[C:10]([CH3:17])([CH3:16])[CH2:9][N:8]([CH:18]3[CH2:23][CH2:22][CH2:21][CH2:20][CH2:19]3)[C:6]=2[N:7]=1, predict the reactants needed to synthesize it. (10) Given the product [Cl:24][C:21]1[CH:20]=[CH:19][C:18]([C:12]2[C:11]3[CH2:10][CH2:9][NH:8][CH2:17][CH2:16][C:15]=3[N:14]([CH2:31][CH:25]3[CH2:30][CH2:29][CH2:28][CH2:27][CH2:26]3)[N:13]=2)=[CH:23][CH:22]=1, predict the reactants needed to synthesize it. The reactants are: C(OC([N:8]1[CH2:17][CH2:16][C:15]2[NH:14][N:13]=[C:12]([C:18]3[CH:23]=[CH:22][C:21]([Cl:24])=[CH:20][CH:19]=3)[C:11]=2[CH2:10][CH2:9]1)=O)(C)(C)C.[CH:25]1([CH2:31]Br)[CH2:30][CH2:29][CH2:28][CH2:27][CH2:26]1.C(OC(N1CCC2C(=C(C3C=CC(Cl)=CC=3)N(CC3CCCCC3)N=2)CC1)=O)(C)(C)C.